Dataset: Forward reaction prediction with 1.9M reactions from USPTO patents (1976-2016). Task: Predict the product of the given reaction. Given the reactants [F:1][C:2]1[CH:7]=[CH:6][C:5]([CH3:8])=[CH:4][C:3]=1[NH:9][C:10]([NH:12][C:13]1[CH:37]=[CH:36][C:16]([O:17][C:18]2[CH:23]=[CH:22][N:21]=[C:20]([C:24]3[NH:28][CH:27]=[C:26]([C:29]([NH:31][CH2:32][CH2:33][CH:34]=O)=[O:30])[CH:25]=3)[CH:19]=2)=[CH:15][CH:14]=1)=[O:11].[NH:38]1[CH2:43][CH2:42][CH2:41][CH:40]([CH2:44][OH:45])[CH2:39]1.C(O)(=O)C.C([BH3-])#N.[Na+].C1COCC1, predict the reaction product. The product is: [F:1][C:2]1[CH:7]=[CH:6][C:5]([CH3:8])=[CH:4][C:3]=1[NH:9][C:10]([NH:12][C:13]1[CH:14]=[CH:15][C:16]([O:17][C:18]2[CH:23]=[CH:22][N:21]=[C:20]([C:24]3[NH:28][CH:27]=[C:26]([C:29]([NH:31][CH2:32][CH2:33][CH2:34][N:38]4[CH2:43][CH2:42][CH2:41][CH:40]([CH2:44][OH:45])[CH2:39]4)=[O:30])[CH:25]=3)[CH:19]=2)=[CH:36][CH:37]=1)=[O:11].